This data is from Forward reaction prediction with 1.9M reactions from USPTO patents (1976-2016). The task is: Predict the product of the given reaction. Given the reactants [NH2:1][C:2]1[C:7]([C:8]([OH:10])=O)=[CH:6][C:5]([Cl:11])=[N:4][CH:3]=1.[CH3:12][NH2:13].[CH:14]1([N:18]2[CH2:23][CH2:22][CH:21]([O:24][C:25]3[CH:32]=[CH:31][C:28]([CH:29]=O)=[CH:27][CH:26]=3)[CH2:20][CH2:19]2)[CH2:17][CH2:16][CH2:15]1, predict the reaction product. The product is: [Cl:11][C:5]1[N:4]=[CH:3][C:2]2[N:1]=[C:29]([C:28]3[CH:31]=[CH:32][C:25]([O:24][CH:21]4[CH2:22][CH2:23][N:18]([CH:14]5[CH2:17][CH2:16][CH2:15]5)[CH2:19][CH2:20]4)=[CH:26][CH:27]=3)[N:13]([CH3:12])[C:8](=[O:10])[C:7]=2[CH:6]=1.